This data is from NCI-60 drug combinations with 297,098 pairs across 59 cell lines. The task is: Regression. Given two drug SMILES strings and cell line genomic features, predict the synergy score measuring deviation from expected non-interaction effect. (1) Drug 1: C(=O)(N)NO. Drug 2: CN(CC1=CN=C2C(=N1)C(=NC(=N2)N)N)C3=CC=C(C=C3)C(=O)NC(CCC(=O)O)C(=O)O. Cell line: T-47D. Synergy scores: CSS=-2.66, Synergy_ZIP=0.714, Synergy_Bliss=-1.58, Synergy_Loewe=-0.565, Synergy_HSA=-2.98. (2) Drug 1: CC1=CC=C(C=C1)C2=CC(=NN2C3=CC=C(C=C3)S(=O)(=O)N)C(F)(F)F. Drug 2: C1CN1C2=NC(=NC(=N2)N3CC3)N4CC4. Cell line: HT29. Synergy scores: CSS=18.0, Synergy_ZIP=-1.77, Synergy_Bliss=4.29, Synergy_Loewe=-19.1, Synergy_HSA=-2.86. (3) Drug 1: CC1=CC=C(C=C1)C2=CC(=NN2C3=CC=C(C=C3)S(=O)(=O)N)C(F)(F)F. Drug 2: CC1=C(C=C(C=C1)NC(=O)C2=CC=C(C=C2)CN3CCN(CC3)C)NC4=NC=CC(=N4)C5=CN=CC=C5. Cell line: SF-539. Synergy scores: CSS=9.44, Synergy_ZIP=-4.33, Synergy_Bliss=-1.48, Synergy_Loewe=-0.154, Synergy_HSA=0.141. (4) Drug 1: C1=CC(=CC=C1C#N)C(C2=CC=C(C=C2)C#N)N3C=NC=N3. Drug 2: C1CN1P(=S)(N2CC2)N3CC3. Cell line: NCIH23. Synergy scores: CSS=8.52, Synergy_ZIP=0.748, Synergy_Bliss=3.47, Synergy_Loewe=4.32, Synergy_HSA=3.76. (5) Drug 1: CC12CCC(CC1=CCC3C2CCC4(C3CC=C4C5=CN=CC=C5)C)O. Drug 2: CN(CC1=CN=C2C(=N1)C(=NC(=N2)N)N)C3=CC=C(C=C3)C(=O)NC(CCC(=O)O)C(=O)O. Cell line: NCI-H522. Synergy scores: CSS=15.5, Synergy_ZIP=-0.914, Synergy_Bliss=-1.32, Synergy_Loewe=-11.7, Synergy_HSA=-2.75. (6) Drug 1: C1=CC=C(C=C1)NC(=O)CCCCCCC(=O)NO. Drug 2: CS(=O)(=O)CCNCC1=CC=C(O1)C2=CC3=C(C=C2)N=CN=C3NC4=CC(=C(C=C4)OCC5=CC(=CC=C5)F)Cl. Cell line: OVCAR-4. Synergy scores: CSS=7.72, Synergy_ZIP=-3.61, Synergy_Bliss=-3.75, Synergy_Loewe=-2.73, Synergy_HSA=-2.61. (7) Drug 1: CCCS(=O)(=O)NC1=C(C(=C(C=C1)F)C(=O)C2=CNC3=C2C=C(C=N3)C4=CC=C(C=C4)Cl)F. Drug 2: CC1C(C(CC(O1)OC2CC(CC3=C2C(=C4C(=C3O)C(=O)C5=C(C4=O)C(=CC=C5)OC)O)(C(=O)C)O)N)O.Cl. Cell line: SK-MEL-5. Synergy scores: CSS=56.4, Synergy_ZIP=9.52, Synergy_Bliss=13.3, Synergy_Loewe=9.47, Synergy_HSA=13.0. (8) Drug 1: CCCS(=O)(=O)NC1=C(C(=C(C=C1)F)C(=O)C2=CNC3=C2C=C(C=N3)C4=CC=C(C=C4)Cl)F. Drug 2: CN(C)N=NC1=C(NC=N1)C(=O)N. Cell line: HOP-92. Synergy scores: CSS=-4.86, Synergy_ZIP=-0.416, Synergy_Bliss=-5.93, Synergy_Loewe=-9.01, Synergy_HSA=-7.47.